Dataset: Full USPTO retrosynthesis dataset with 1.9M reactions from patents (1976-2016). Task: Predict the reactants needed to synthesize the given product. (1) The reactants are: [CH2:1]([O:3][C:4](=[O:28])[CH2:5][C:6]1[CH:11]=[CH:10][C:9]([Cl:12])=[C:8]([O:13][C:14]2[CH:19]=[CH:18][C:17]([NH2:20])=[CH:16][C:15]=2[CH2:21][S:22][CH2:23][C:24]([F:27])([F:26])[F:25])[CH:7]=1)[CH3:2].[C:29](Cl)(=[O:34])[C:30]([CH3:33])([CH3:32])[CH3:31]. Given the product [CH2:1]([O:3][C:4](=[O:28])[CH2:5][C:6]1[CH:11]=[CH:10][C:9]([Cl:12])=[C:8]([O:13][C:14]2[CH:19]=[CH:18][C:17]([NH:20][C:29](=[O:34])[C:30]([CH3:33])([CH3:32])[CH3:31])=[CH:16][C:15]=2[CH2:21][S:22][CH2:23][C:24]([F:26])([F:27])[F:25])[CH:7]=1)[CH3:2], predict the reactants needed to synthesize it. (2) Given the product [CH2:8]([NH:16][CH2:17][CH2:18][C:19]1[CH:20]=[CH:21][C:22]([C:25]([F:26])([F:27])[F:28])=[CH:23][CH:24]=1)[CH2:9][C:10]1[CH:11]=[CH:12][CH:13]=[CH:14][CH:15]=1, predict the reactants needed to synthesize it. The reactants are: [BH4-].[Li+].C[Si](Cl)(C)C.[CH2:8]([NH:16][C:17](=O)[CH2:18][C:19]1[CH:24]=[CH:23][C:22]([C:25]([F:28])([F:27])[F:26])=[CH:21][CH:20]=1)[CH2:9][C:10]1[CH:15]=[CH:14][CH:13]=[CH:12][CH:11]=1.CO. (3) Given the product [Br:1][C:2]1[CH:3]=[N:4][C:5]([CH:9]=[CH2:10])=[N:6][CH:7]=1, predict the reactants needed to synthesize it. The reactants are: [Br:1][C:2]1[CH:3]=[N:4][C:5](I)=[N:6][CH:7]=1.[CH2:9]1COC[CH2:10]1.C([Mg]Br)=C.